This data is from Forward reaction prediction with 1.9M reactions from USPTO patents (1976-2016). The task is: Predict the product of the given reaction. (1) Given the reactants S([O-])(O)=O.[Na+].[CH3:6][O:7][C:8]1[CH:9]=[CH:10][C:11]([NH2:17])=[C:12]([CH:16]=1)[C:13]([NH2:15])=[O:14].[C:18]1([CH:28]=O)[C:27]2[C:22](=[CH:23][CH:24]=[CH:25][CH:26]=2)[CH:21]=[CH:20][CH:19]=1, predict the reaction product. The product is: [CH3:6][O:7][C:8]1[CH:16]=[C:12]2[C:11](=[CH:10][CH:9]=1)[N:17]=[C:28]([C:18]1[C:27]3[C:22](=[CH:23][CH:24]=[CH:25][CH:26]=3)[CH:21]=[CH:20][CH:19]=1)[NH:15][C:13]2=[O:14]. (2) Given the reactants [CH3:1][C:2]1[CH:7]=[CH:6][CH:5]=[CH:4][C:3]=1[C:8]1[N:9]([C:28]2[CH:33]=[CH:32][C:31]([Cl:34])=[CH:30][CH:29]=2)[CH:10]=[C:11]([C:13]([N:15]2[CH2:20][CH2:19][C:18]([C:22]3[CH:27]=[CH:26][CH:25]=[CH:24][CH:23]=3)(O)[CH2:17][CH2:16]2)=[O:14])[N:12]=1.Cl, predict the reaction product. The product is: [Cl:34][C:31]1[CH:32]=[CH:33][C:28]([N:9]2[CH:10]=[C:11]([C:13]([N:15]3[CH2:16][CH:17]=[C:18]([C:22]4[CH:27]=[CH:26][CH:25]=[CH:24][CH:23]=4)[CH2:19][CH2:20]3)=[O:14])[N:12]=[C:8]2[C:3]2[CH:4]=[CH:5][CH:6]=[CH:7][C:2]=2[CH3:1])=[CH:29][CH:30]=1. (3) Given the reactants [Cl-].[Cl-].[Cl-].[Al+3].[C:5]1([O:11][C:12]2[CH:17]=[CH:16][CH:15]=[CH:14][CH:13]=2)[CH:10]=[CH:9][CH:8]=[CH:7][CH:6]=1.[Br:18][C:19]([CH3:24])([CH3:23])[C:20](Br)=[O:21], predict the reaction product. The product is: [Br:18][C:19]([CH3:24])([CH3:23])[C:20]([C:15]1[CH:14]=[CH:13][C:12]([O:11][C:5]2[CH:6]=[CH:7][CH:8]=[CH:9][CH:10]=2)=[CH:17][CH:16]=1)=[O:21].